This data is from Catalyst prediction with 721,799 reactions and 888 catalyst types from USPTO. The task is: Predict which catalyst facilitates the given reaction. (1) Reactant: Br[C:2]1[CH:3]=[C:4]2[C:8](=[CH:9][CH:10]=1)[NH:7][C:6](=[O:11])[CH2:5]2.[B:12]1([B:12]2[O:16][C:15]([CH3:18])([CH3:17])[C:14]([CH3:20])([CH3:19])[O:13]2)[O:16][C:15]([CH3:18])([CH3:17])[C:14]([CH3:20])([CH3:19])[O:13]1.C(Cl)Cl.CC([O-])=O.[K+]. Product: [CH3:19][C:14]1([CH3:20])[C:15]([CH3:18])([CH3:17])[O:16][B:12]([C:2]2[CH:3]=[C:4]3[C:8](=[CH:9][CH:10]=2)[NH:7][C:6](=[O:11])[CH2:5]3)[O:13]1. The catalyst class is: 800. (2) Reactant: [OH-].[Na+].C[O:4][C:5](=[O:39])/[C:6](/[NH:18][C:19](=[O:38])[C:20]1[CH:25]=[CH:24][C:23]([CH:26]([OH:36])/[CH:27]=[CH:28]/[C:29]2[CH:34]=[CH:33][CH:32]=[C:31]([OH:35])[CH:30]=2)=[CH:22][C:21]=1[Cl:37])=[CH:7]/[C:8]1[CH:9]=[N:10][C:11]2[C:16]([CH:17]=1)=[CH:15][CH:14]=[CH:13][CH:12]=2.Cl. Product: [Cl:37][C:21]1[CH:22]=[C:23]([CH:26]([OH:36])/[CH:27]=[CH:28]/[C:29]2[CH:34]=[CH:33][CH:32]=[C:31]([OH:35])[CH:30]=2)[CH:24]=[CH:25][C:20]=1[C:19]([NH:18]/[C:6](=[CH:7]\[C:8]1[CH:9]=[N:10][C:11]2[C:16]([CH:17]=1)=[CH:15][CH:14]=[CH:13][CH:12]=2)/[C:5]([OH:39])=[O:4])=[O:38]. The catalyst class is: 6. (3) Reactant: [C:1]([C:4]1[CH:33]=[CH:32][C:7]([O:8][CH2:9][CH2:10][O:11][C:12]2[C:21](=[O:22])[C:20]3[C:15](=[CH:16][CH:17]=[CH:18][CH:19]=3)[N:14]([CH3:23])[C:13]=2[C:24]2[CH:29]=[CH:28][C:27]([F:30])=[C:26]([F:31])[CH:25]=2)=[C:6]([Cl:34])[CH:5]=1)(=O)[CH3:2].[S:35]1[CH2:39][C:38](=[O:40])[NH:37][C:36]1=[O:41].C(O)(=O)C1C=CC=CC=1.N1CCCCC1. Product: [Cl:34][C:6]1[CH:5]=[C:4]([C:1](=[C:39]2[S:35][C:36](=[O:41])[NH:37][C:38]2=[O:40])[CH3:2])[CH:33]=[CH:32][C:7]=1[O:8][CH2:9][CH2:10][O:11][C:12]1[C:21](=[O:22])[C:20]2[C:15](=[CH:16][CH:17]=[CH:18][CH:19]=2)[N:14]([CH3:23])[C:13]=1[C:24]1[CH:29]=[CH:28][C:27]([F:30])=[C:26]([F:31])[CH:25]=1. The catalyst class is: 11. (4) Reactant: [Br:1][C:2]1[CH:3]=[C:4]([SH:8])[CH:5]=[CH:6][CH:7]=1.C(=O)([O-])[O-].[K+].[K+].Br[CH:16]([CH3:20])[C:17]([NH2:19])=[O:18].O. Product: [Br:1][C:2]1[CH:3]=[C:4]([S:8][CH:16]([CH3:20])[C:17]([NH2:19])=[O:18])[CH:5]=[CH:6][CH:7]=1. The catalyst class is: 3. (5) Reactant: [Cl:1][C:2]1[CH:7]=[CH:6][CH:5]=[C:4]([Cl:8])[C:3]=1[C:9]1[C:10]2[CH:37]=[CH:36][CH:35]=[CH:34][C:11]=2[N:12]([CH2:25][C:26]2[CH:31]=[CH:30][C:29]([O:32][CH3:33])=[CH:28][CH:27]=2)[C:13](=[O:24])[CH:14]([NH:16]C(=O)OC(C)(C)C)[N:15]=1.C(O)(C(F)(F)F)=O.C([O-])(O)=O.[Na+]. Product: [NH2:16][CH:14]1[C:13](=[O:24])[N:12]([CH2:25][C:26]2[CH:27]=[CH:28][C:29]([O:32][CH3:33])=[CH:30][CH:31]=2)[C:11]2[CH:34]=[CH:35][CH:36]=[CH:37][C:10]=2[C:9]([C:3]2[C:4]([Cl:8])=[CH:5][CH:6]=[CH:7][C:2]=2[Cl:1])=[N:15]1. The catalyst class is: 2. (6) Reactant: [Br:1][C:2]1[N:7]=[CH:6][C:5]([NH2:8])=[C:4]([CH3:9])[CH:3]=1.C(O)(=O)C.[N:14]([O-])=O.[Na+]. Product: [Br:1][C:2]1[CH:3]=[C:4]2[CH:9]=[N:14][NH:8][C:5]2=[CH:6][N:7]=1. The catalyst class is: 6.